This data is from HIV replication inhibition screening data with 41,000+ compounds from the AIDS Antiviral Screen. The task is: Binary Classification. Given a drug SMILES string, predict its activity (active/inactive) in a high-throughput screening assay against a specified biological target. (1) The compound is N=C(N)N=C(C=Cc1ccccc1)CC1OC(=O)c2ccccc21. The result is 0 (inactive). (2) The compound is O=C1C(=Cc2cccc(F)c2)C(=O)c2ccccc21. The result is 0 (inactive). (3) The drug is CCOP(=S)(OCC)SC(C)(C)C. The result is 0 (inactive). (4) The compound is C=COCCC(C(=O)OCC)C(=O)OCC. The result is 0 (inactive). (5) The molecule is O=[N+]([O-])C(=C(Cl)Cl)C(Cl)=C(Cl)Br. The result is 0 (inactive). (6) The compound is COc1ccc(C(CC(=O)O)CC(=O)O)cc1[N+](=O)[O-]. The result is 0 (inactive). (7) The compound is O=C1c2ccccc2C(=O)c2nc3ccc(Cl)cc3cc21. The result is 0 (inactive).